Dataset: CYP2C9 inhibition data for predicting drug metabolism from PubChem BioAssay. Task: Regression/Classification. Given a drug SMILES string, predict its absorption, distribution, metabolism, or excretion properties. Task type varies by dataset: regression for continuous measurements (e.g., permeability, clearance, half-life) or binary classification for categorical outcomes (e.g., BBB penetration, CYP inhibition). Dataset: cyp2c9_veith. (1) The molecule is C#CCCCO/N=C1\[C@@H]2CCn3c(=O)n(C)c(=O)n3[C@H]2[C@H](O)[C@H]2O[C@H]12. The result is 0 (non-inhibitor). (2) The molecule is Cc1ccccc1NC(=O)OCc1cn(-c2ccc(Cl)cc2)nn1. The result is 0 (non-inhibitor).